Task: Predict the product of the given reaction.. Dataset: Forward reaction prediction with 1.9M reactions from USPTO patents (1976-2016) (1) The product is: [CH3:19][C:13]1([C:11]([C:10]2[C:4]3[C:5](=[N:6][CH:7]=[C:2]([C:29]4[CH:28]=[CH:27][C:26]5[N:21]([CH3:20])[CH2:22][CH2:23][O:24][C:25]=5[CH:30]=4)[N:3]=3)[NH:8][CH:9]=2)=[O:12])[CH2:18][CH2:17][CH2:16][CH2:15][CH2:14]1. Given the reactants Br[C:2]1[N:3]=[C:4]2[C:10]([C:11]([C:13]3([CH3:19])[CH2:18][CH2:17][CH2:16][CH2:15][CH2:14]3)=[O:12])=[CH:9][NH:8][C:5]2=[N:6][CH:7]=1.[CH3:20][N:21]1[C:26]2[CH:27]=[CH:28][C:29](B3OC(C)(C)C(C)(C)O3)=[CH:30][C:25]=2[O:24][CH2:23][CH2:22]1, predict the reaction product. (2) Given the reactants [NH2:1][C:2]1[CH:7]=[CH:6][C:5]([C:8]([CH3:12])([CH3:11])[C:9]#[N:10])=[CH:4][C:3]=1[CH3:13].[CH3:14][O:15][C:16]1[CH:17]=[C:18]([CH:22]=[CH:23][C:24]=1[O:25][CH3:26])[C:19](Cl)=[O:20].C(N(CC)CC)C, predict the reaction product. The product is: [C:9]([C:8]([CH3:11])([CH3:12])[C:5]1[CH:6]=[CH:7][C:2]([NH:1][C:19](=[O:20])[C:18]2[CH:22]=[CH:23][C:24]([O:25][CH3:26])=[C:16]([O:15][CH3:14])[CH:17]=2)=[C:3]([CH3:13])[CH:4]=1)#[N:10]. (3) Given the reactants Cl.[N:2]12[CH2:9][CH2:8][CH:5]([CH2:6][CH2:7]1)[CH:4]([C:10]([Cl:12])=[O:11])[CH2:3]2.[Br:13][C:14]1[CH:20]=[CH:19][C:17]([NH2:18])=[CH:16][CH:15]=1.C(N(CC)C(C)C)(C)C, predict the reaction product. The product is: [ClH:12].[Br:13][C:14]1[CH:20]=[CH:19][C:17]([NH:18][C:10]([CH:4]2[CH:5]3[CH2:8][CH2:9][N:2]([CH2:7][CH2:6]3)[CH2:3]2)=[O:11])=[CH:16][CH:15]=1. (4) Given the reactants [CH3:1][C:2]1([N:8]2[CH2:13][CH2:12][CH:11]([N:14]3[C@H:18]4[CH2:19][CH2:20][CH2:21][CH2:22][C@@H:17]4[NH:16][C:15]3=[O:23])[CH2:10][CH2:9]2)[CH2:7][CH2:6][NH:5][CH2:4][CH2:3]1.[C:24](Cl)(=[O:27])[CH2:25][CH3:26], predict the reaction product. The product is: [CH3:1][C:2]1([N:8]2[CH2:13][CH2:12][CH:11]([N:14]3[C@H:18]4[CH2:19][CH2:20][CH2:21][CH2:22][C@@H:17]4[NH:16][C:15]3=[O:23])[CH2:10][CH2:9]2)[CH2:7][CH2:6][N:5]([C:24](=[O:27])[CH2:25][CH3:26])[CH2:4][CH2:3]1. (5) Given the reactants [CH:1]([C:3]1[CH:12]=[CH:11][C:6]([C:7]([O:9][CH3:10])=[O:8])=[CH:5][CH:4]=1)=O.Cl.[O:14]([NH2:16])[CH3:15], predict the reaction product. The product is: [CH3:15][O:14][N:16]=[CH:1][C:3]1[CH:12]=[CH:11][C:6]([C:7]([O:9][CH3:10])=[O:8])=[CH:5][CH:4]=1. (6) Given the reactants CO[C:3](=O)[CH2:4][C:5]1[CH:10]=[CH:9][CH:8]=[C:7]([C:11]2[NH:12][C:13]3[C:18]([CH:19]=2)=[CH:17][C:16]([Cl:20])=[CH:15][C:14]=3[NH:21][CH:22]2[CH2:27][CH2:26][O:25][CH2:24][CH2:23]2)[CH:6]=1.[O:29]=[S:30]1(=[O:36])[CH2:35][CH2:34][NH:33][CH2:32][CH2:31]1, predict the reaction product. The product is: [Cl:20][C:16]1[CH:17]=[C:18]2[C:13](=[C:14]([NH:21][CH:22]3[CH2:27][CH2:26][O:25][CH2:24][CH2:23]3)[CH:15]=1)[NH:12][C:11]([C:7]1[CH:8]=[CH:9][CH:10]=[C:5]([CH2:4][CH2:3][N:33]3[CH2:34][CH2:35][S:30](=[O:36])(=[O:29])[CH2:31][CH2:32]3)[CH:6]=1)=[CH:19]2. (7) Given the reactants [CH2:1]([O:8][C:9]1[CH:10]=[CH:11][C:12]([N+:31]([O-])=O)=[C:13](/[CH:15]=[CH:16]/[C:17](=[O:30])[CH2:18][C:19](=[O:29])/[CH:20]=[CH:21]/[C:22]2[CH:27]=[CH:26][C:25]([OH:28])=[CH:24][CH:23]=2)[CH:14]=1)[C:2]1[CH:7]=[CH:6][CH:5]=[CH:4][CH:3]=1.OC1C=CC(/C=C/C(=O)CC(=O)/C=C/C2C=CC=CC=2[N+]([O-])=O)=CC=1, predict the reaction product. The product is: [NH2:31][C:12]1[CH:11]=[CH:10][C:9]([O:8][CH2:1][C:2]2[CH:3]=[CH:4][CH:5]=[CH:6][CH:7]=2)=[CH:14][C:13]=1/[CH:15]=[CH:16]/[C:17](=[O:30])[CH2:18][C:19](=[O:29])/[CH:20]=[CH:21]/[C:22]1[CH:23]=[CH:24][C:25]([OH:28])=[CH:26][CH:27]=1. (8) The product is: [CH2:1]([O:8][C:9]([NH:11][C:12]12[CH2:19][CH2:18][C:15]([C:20]([NH2:24])=[O:22])([CH2:16][CH2:17]1)[CH2:14][CH2:13]2)=[O:10])[C:2]1[CH:7]=[CH:6][CH:5]=[CH:4][CH:3]=1. Given the reactants [CH2:1]([O:8][C:9]([NH:11][C:12]12[CH2:19][CH2:18][C:15]([C:20]([OH:22])=O)([CH2:16][CH2:17]1)[CH2:14][CH2:13]2)=[O:10])[C:2]1[CH:7]=[CH:6][CH:5]=[CH:4][CH:3]=1.O[N:24]1C2C=CC=CC=2N=N1.Cl.C(N=C=NCCCN(C)C)C.N, predict the reaction product.